Dataset: Reaction yield outcomes from USPTO patents with 853,638 reactions. Task: Predict the reaction yield, written as a fraction of the theoretical maximum amount of product (1.0 means a 100% yield; for example, 0.34 means a 34% yield). (1) The reactants are CON(C)[C:4]([CH:6]([NH:8][C:9](=[O:15])[O:10][C:11]([CH3:14])([CH3:13])[CH3:12])[CH3:7])=[O:5].[C:17]1([Mg]Br)[CH:22]=[CH:21][CH:20]=[CH:19][CH:18]=1. The catalyst is C1COCC1. The product is [O:5]=[C:4]([C:17]1[CH:22]=[CH:21][CH:20]=[CH:19][CH:18]=1)[CH:6]([NH:8][C:9](=[O:15])[O:10][C:11]([CH3:12])([CH3:13])[CH3:14])[CH3:7]. The yield is 0.860. (2) The reactants are [Cl:1][C:2]1[C:7]([C:8]([O:10][CH2:11][CH3:12])=[O:9])=[C:6]([CH:13]=O)[N:5]=[CH:4][CH:3]=1.[C:15]([NH:18][NH2:19])(=[O:17])[CH3:16]. The catalyst is C(O)C. The product is [C:15]([NH:18]/[N:19]=[CH:13]/[C:6]1[N:5]=[CH:4][CH:3]=[C:2]([Cl:1])[C:7]=1[C:8]([O:10][CH2:11][CH3:12])=[O:9])(=[O:17])[CH3:16]. The yield is 0.736. (3) The yield is 0.230. The reactants are [Cl-].O[NH3+:3].[C:4](=[O:7])([O-])[OH:5].[Na+].CS(C)=O.[OH:13][CH2:14][CH2:15][N:16]1[CH2:21][CH2:20][CH:19]([N:22]2[C:27](=[O:28])[C:26]([CH2:29][C:30]3[CH:35]=[CH:34][C:33]([C:36]4[C:37]([C:42]#[N:43])=[CH:38][CH:39]=[CH:40][CH:41]=4)=[CH:32][CH:31]=3)=[C:25]([CH2:44][CH2:45][CH3:46])[N:24]3[N:47]=[CH:48][N:49]=[C:23]23)[CH2:18][CH2:17]1. The catalyst is C(OCC)(=O)C. The product is [OH:13][CH2:14][CH2:15][N:16]1[CH2:17][CH2:18][CH:19]([N:22]2[C:27](=[O:28])[C:26]([CH2:29][C:30]3[CH:35]=[CH:34][C:33]([C:36]4[CH:41]=[CH:40][CH:39]=[CH:38][C:37]=4[C:42]4[NH:3][C:4](=[O:7])[O:5][N:43]=4)=[CH:32][CH:31]=3)=[C:25]([CH2:44][CH2:45][CH3:46])[N:24]3[N:47]=[CH:48][N:49]=[C:23]23)[CH2:20][CH2:21]1. (4) The reactants are C(OC([N:8]1[CH2:12][CH2:11][C@H:10]([O:13][C:14]2[CH:15]=[C:16]3[C:21](=[CH:22][CH:23]=2)[N:20]=[CH:19][CH:18]=[C:17]3[C:24]2[CH:25]=[N:26][C:27]([O:31][CH3:32])=[C:28]([Cl:30])[CH:29]=2)[CH2:9]1)=O)(C)(C)C.C(O)(C(F)(F)F)=O. The catalyst is C(Cl)Cl. The product is [Cl:30][C:28]1[CH:29]=[C:24]([C:17]2[C:16]3[C:21](=[CH:22][CH:23]=[C:14]([O:13][C@H:10]4[CH2:11][CH2:12][NH:8][CH2:9]4)[CH:15]=3)[N:20]=[CH:19][CH:18]=2)[CH:25]=[N:26][C:27]=1[O:31][CH3:32]. The yield is 0.870.